Dataset: Catalyst prediction with 721,799 reactions and 888 catalyst types from USPTO. Task: Predict which catalyst facilitates the given reaction. (1) Reactant: Br[C:2]1[C:10]2[C:9]([NH:11][C@H:12]([C:14]3[N:19]([C:20]4[CH:25]=[CH:24][CH:23]=[CH:22][CH:21]=4)[C:18](=[O:26])[C:17]4=[C:27]([CH3:30])[CH:28]=[CH:29][N:16]4[N:15]=3)[CH3:13])=[N:8][CH:7]=[N:6][C:5]=2[N:4]([CH2:31][O:32][CH2:33][CH2:34][Si:35]([CH3:38])([CH3:37])[CH3:36])[CH:3]=1.[F:39][C:40]1[CH:41]=[C:42](B(O)O)[CH:43]=[C:44]([OH:46])[CH:45]=1.C(=O)([O-])[O-].[Na+].[Na+].[Cl-].[NH4+]. Product: [F:39][C:40]1[CH:41]=[C:42]([C:2]2[C:10]3[C:9]([NH:11][C@H:12]([C:14]4[N:19]([C:20]5[CH:25]=[CH:24][CH:23]=[CH:22][CH:21]=5)[C:18](=[O:26])[C:17]5=[C:27]([CH3:30])[CH:28]=[CH:29][N:16]5[N:15]=4)[CH3:13])=[N:8][CH:7]=[N:6][C:5]=3[N:4]([CH2:31][O:32][CH2:33][CH2:34][Si:35]([CH3:38])([CH3:37])[CH3:36])[CH:3]=2)[CH:43]=[C:44]([OH:46])[CH:45]=1. The catalyst class is: 600. (2) Reactant: [NH2:1][C:2]1[C:3]2[C:10]([C:11]3[CH:16]=[CH:15][C:14]([C@H:17]([NH:23][C:24]4[C:29]([C:30](=[O:41])[NH:31][C@H:32]([C:34]5[CH:39]=[CH:38][C:37]([F:40])=[CH:36][CH:35]=5)[CH3:33])=[CH:28][C:27]([C:42]#[N:43])=[CH:26][N:25]=4)[CH2:18][C:19]([O:21]C)=[O:20])=[CH:13][CH:12]=3)=[CH:9][NH:8][C:4]=2[N:5]=[CH:6][N:7]=1.C([O-])([O-])=O.[K+].[K+]. Product: [NH2:1][C:2]1[C:3]2[C:10]([C:11]3[CH:16]=[CH:15][C:14]([C@H:17]([NH:23][C:24]4[C:29]([C:30](=[O:41])[NH:31][C@H:32]([C:34]5[CH:35]=[CH:36][C:37]([F:40])=[CH:38][CH:39]=5)[CH3:33])=[CH:28][C:27]([C:42]#[N:43])=[CH:26][N:25]=4)[CH2:18][C:19]([OH:21])=[O:20])=[CH:13][CH:12]=3)=[CH:9][NH:8][C:4]=2[N:5]=[CH:6][N:7]=1. The catalyst class is: 5. (3) Reactant: C[Si]([N-][Si](C)(C)C)(C)C.[Li+].[CH2:11]([N:18]1[CH2:23][CH2:22][N:21]([N:24]2[CH2:29][CH2:28][CH2:27][NH:26][C:25]2=[O:30])[CH2:20][CH2:19]1)[C:12]1[CH:17]=[CH:16][CH:15]=[CH:14][CH:13]=1.[CH3:31]I. Product: [CH2:11]([N:18]1[CH2:23][CH2:22][N:21]([N:24]2[CH2:29][CH2:28][CH2:27][N:26]([CH3:31])[C:25]2=[O:30])[CH2:20][CH2:19]1)[C:12]1[CH:17]=[CH:16][CH:15]=[CH:14][CH:13]=1. The catalyst class is: 1. (4) Reactant: COC1C=CC(C[N:8](CC2C=CC(OC)=CC=2)[C:9]2[N:14]=[CH:13][C:12]([C:15]3[C:16]4[CH2:29][CH2:28][NH:27][C:17]=4[N:18]=[C:19]([N:21]4[CH2:26][CH2:25][O:24][CH2:23][CH2:22]4)[N:20]=3)=[CH:11][N:10]=2)=CC=1.N1C=CC=CC=1.[C:47](Cl)(Cl)=[S:48].[CH2:51]([N:53]1[CH2:58][CH2:57][N:56]([C:59]([C:61]2[CH:66]=[CH:65][C:64]([CH3:67])=[C:63]([NH2:68])[CH:62]=2)=[O:60])[CH2:55][CH2:54]1)[CH3:52]. Product: [CH2:51]([N:53]1[CH2:54][CH2:55][N:56]([C:59]([C:61]2[CH:66]=[CH:65][C:64]([CH3:67])=[C:63]([NH:68][C:47]([N:27]3[C:17]4[N:18]=[C:19]([N:21]5[CH2:22][CH2:23][O:24][CH2:25][CH2:26]5)[N:20]=[C:15]([C:12]5[CH:13]=[N:14][C:9]([NH2:8])=[N:10][CH:11]=5)[C:16]=4[CH2:29][CH2:28]3)=[S:48])[CH:62]=2)=[O:60])[CH2:57][CH2:58]1)[CH3:52]. The catalyst class is: 4.